From a dataset of Peptide-MHC class II binding affinity with 134,281 pairs from IEDB. Regression. Given a peptide amino acid sequence and an MHC pseudo amino acid sequence, predict their binding affinity value. This is MHC class II binding data. (1) The peptide sequence is AWASACGGTGKNTIV. The MHC is DRB1_0901 with pseudo-sequence DRB1_0901. The binding affinity (normalized) is 0.263. (2) The peptide sequence is ENCGTRGPSLRTTTV. The MHC is DRB1_1101 with pseudo-sequence DRB1_1101. The binding affinity (normalized) is 0. (3) The peptide sequence is EAANLAEVRSYCYLA. The MHC is DRB1_0301 with pseudo-sequence DRB1_0301. The binding affinity (normalized) is 0.336. (4) The peptide sequence is TDPVELAVFQPSSGN. The MHC is DRB1_0101 with pseudo-sequence DRB1_0101. The binding affinity (normalized) is 0.505. (5) The peptide sequence is IGRFYIQMCTELKLSDYEG. The MHC is DRB1_1501 with pseudo-sequence DRB1_1501. The binding affinity (normalized) is 0.710. (6) The peptide sequence is STVFLVPRRHGKTWF. The MHC is DRB3_0101 with pseudo-sequence DRB3_0101. The binding affinity (normalized) is 0.226. (7) The peptide sequence is AAASWDALAAELASA. The MHC is HLA-DPA10103-DPB10401 with pseudo-sequence HLA-DPA10103-DPB10401. The binding affinity (normalized) is 0.0893.